The task is: Predict the product of the given reaction.. This data is from Forward reaction prediction with 1.9M reactions from USPTO patents (1976-2016). Given the reactants Br[C:2]1[CH:3]=[C:4]2[C:8](=[CH:9][CH:10]=1)[NH:7][C:6](=[O:11])[CH2:5]2.C([Sn](CCCC)(CCCC)[C:17]1[CH:18]=[N:19][CH:20]=[CH:21][CH:22]=1)CCC.[F-].[K+], predict the reaction product. The product is: [N:19]1[CH:20]=[CH:21][CH:22]=[C:17]([C:2]2[CH:3]=[C:4]3[C:8](=[CH:9][CH:10]=2)[NH:7][C:6](=[O:11])[CH2:5]3)[CH:18]=1.